From a dataset of Choline transporter screen with 302,306 compounds. Binary Classification. Given a drug SMILES string, predict its activity (active/inactive) in a high-throughput screening assay against a specified biological target. (1) The compound is S1C(CN(c2c1cccc2)C(=O)CCC(=O)NCc1ccc(OC(C)C)cc1)C. The result is 0 (inactive). (2) The compound is S(=O)(=O)(Nc1c(ccc(c1)C(O)=O)C)c1cc2c(cc1)cccc2. The result is 0 (inactive). (3) The drug is S(=O)(=O)(N(Cc1ccc(cc1)C)Cc1ccc(cc1)C(OCC)=O)c1cc([N+]([O-])=O)ccc1. The result is 0 (inactive).